Dataset: Forward reaction prediction with 1.9M reactions from USPTO patents (1976-2016). Task: Predict the product of the given reaction. (1) Given the reactants [CH:1](O)=O.[C:4](=[O:11])([O:6][C:7]([CH3:10])([CH3:9])[CH3:8])[NH2:5].C([C:14]1[CH:21]=[CH:20][C:17]([C:18]#[N:19])=[CH:16][C:15]=1[CH3:22])=O.[C:23]1([S:29]([O-:31])=[O:30])[CH:28]=[CH:27][CH:26]=[CH:25][CH:24]=1.[Na+], predict the reaction product. The product is: [C:18]([C:17]1[CH:20]=[CH:21][C:14]([N:5]([CH2:1][S:29]([C:23]2[CH:28]=[CH:27][CH:26]=[CH:25][CH:24]=2)(=[O:31])=[O:30])[C:4](=[O:11])[O:6][C:7]([CH3:10])([CH3:9])[CH3:8])=[C:15]([CH3:22])[CH:16]=1)#[N:19]. (2) The product is: [F:30][C:31]1[CH:36]=[CH:35][C:34]([CH2:37][NH:38][C:23]([C:21]2[N:22]=[C:17]([CH:9]([N:8]([CH3:29])[C:6](=[O:7])[O:5][C:1]([CH3:4])([CH3:3])[CH3:2])[CH2:10][CH2:11][C:12]([CH3:16])([CH3:15])[CH2:13][OH:14])[NH:18][C:19](=[O:28])[C:20]=2[OH:27])=[O:25])=[CH:33][C:32]=1[CH3:39]. Given the reactants [C:1]([O:5][C:6]([N:8]([CH3:29])[CH:9]([C:17]1[NH:18][C:19](=[O:28])[C:20]([OH:27])=[C:21]([C:23]([O:25]C)=O)[N:22]=1)[CH2:10][CH2:11][C:12]([CH3:16])([CH3:15])[CH2:13][OH:14])=[O:7])([CH3:4])([CH3:3])[CH3:2].[F:30][C:31]1[CH:36]=[CH:35][C:34]([CH2:37][NH2:38])=[CH:33][C:32]=1[CH3:39], predict the reaction product. (3) Given the reactants [NH:1]1[CH2:6][CH2:5][CH2:4][CH2:3][CH2:2]1.CN1CCOCC1.CN([P+](ON1N=NC2C=CC=CC1=2)(N(C)C)N(C)C)C.F[P-](F)(F)(F)(F)F.[C:41]([O:45][C:46]([N:48]1[CH2:53][CH2:52][C:51]2[O:54][N:55]=[C:56]([C:57](O)=[O:58])[C:50]=2[CH2:49]1)=[O:47])([CH3:44])([CH3:43])[CH3:42], predict the reaction product. The product is: [N:1]1([C:57]([C:56]2[C:50]3[CH2:49][N:48]([C:46]([O:45][C:41]([CH3:44])([CH3:43])[CH3:42])=[O:47])[CH2:53][CH2:52][C:51]=3[O:54][N:55]=2)=[O:58])[CH2:6][CH2:5][CH2:4][CH2:3][CH2:2]1.